Dataset: Reaction yield outcomes from USPTO patents with 853,638 reactions. Task: Predict the reaction yield, written as a fraction of the theoretical maximum amount of product (1.0 means a 100% yield; for example, 0.34 means a 34% yield). (1) The reactants are [O:1]1[C:5]2[CH:6]=[CH:7][C:8]([CH2:10][CH2:11][C:12]([NH:14][C:15]3[CH:24]=[CH:23][C:18]([C:19](OC)=[O:20])=[CH:17][CH:16]=3)=[O:13])=[CH:9][C:4]=2[O:3][CH2:2]1.O.[NH2:26][NH2:27]. The catalyst is CCO. The product is [O:1]1[C:5]2[CH:6]=[CH:7][C:8]([CH2:10][CH2:11][C:12]([NH:14][C:15]3[CH:24]=[CH:23][C:18]([C:19]([NH:26][NH2:27])=[O:20])=[CH:17][CH:16]=3)=[O:13])=[CH:9][C:4]=2[O:3][CH2:2]1. The yield is 0.650. (2) The reactants are O[CH:2]([C:31]1[CH:36]=[CH:35][C:34]([CH:37]([CH3:39])[CH3:38])=[CH:33][CH:32]=1)[C:3]1[C:11]2[O:10][CH2:9][CH:8]([C:12]3[CH:17]=[CH:16][C:15]([CH:18]([CH3:20])[CH3:19])=[CH:14][CH:13]=3)[C:7]=2[C:6]([CH3:21])=[C:5]([NH:22][C:23](=[O:29])[CH2:24][C:25]([CH3:28])([CH3:27])[CH3:26])[C:4]=1[CH3:30]. The catalyst is CCCCCC.C(OCC)(=O)C. The product is [CH:37]([C:34]1[CH:35]=[CH:36][C:31]([CH2:2][C:3]2[C:11]3[O:10][CH2:9][CH:8]([C:12]4[CH:17]=[CH:16][C:15]([CH:18]([CH3:20])[CH3:19])=[CH:14][CH:13]=4)[C:7]=3[C:6]([CH3:21])=[C:5]([NH:22][C:23](=[O:29])[CH2:24][C:25]([CH3:28])([CH3:27])[CH3:26])[C:4]=2[CH3:30])=[CH:32][CH:33]=1)([CH3:38])[CH3:39]. The yield is 0.640. (3) The reactants are [Cl:1][C:2]1[C:12]2[O:11][CH2:10][CH:9]3[CH2:13][N:14](C(OC(C)(C)C)=O)[CH2:15][CH2:16][N:8]3[C:7](=[O:24])[C:6]=2[CH:5]=[CH:4][CH:3]=1.C(OCC)(=O)C.Cl. No catalyst specified. The product is [ClH:1].[Cl:1][C:2]1[C:12]2[O:11][CH2:10][CH:9]3[CH2:13][NH:14][CH2:15][CH2:16][N:8]3[C:7](=[O:24])[C:6]=2[CH:5]=[CH:4][CH:3]=1. The yield is 0.593. (4) The reactants are C[O:2][C:3]1[CH:12]=[C:11]2[C:6]([CH2:7][CH2:8][C@@H:9]([NH2:13])[CH2:10]2)=[CH:5][CH:4]=1.[BrH:14]. No catalyst specified. The product is [BrH:14].[NH2:13][C@H:9]1[CH2:10][C:11]2[CH:12]=[C:3]([OH:2])[CH:4]=[CH:5][C:6]=2[CH2:7][CH2:8]1. The yield is 0.990. (5) The reactants are [OH:1][C:2]1[N:7]=[CH:6][C:5]([NH:8][C:9](=[O:16])[C:10]2[CH:15]=[CH:14][CH:13]=[CH:12][CH:11]=2)=[CH:4][CH:3]=1.[CH3:17][N:18]([C:22]1[CH:27]=[CH:26][CH:25]=[CH:24][CH:23]=1)[C:19](Cl)=[O:20].N12CCN(CC1)CC2.O. The catalyst is CN(C)C=O. The product is [C:9]([NH:8][C:5]1[CH:4]=[CH:3][C:2]([O:1][C:19](=[O:20])[N:18]([CH3:17])[C:22]2[CH:27]=[CH:26][CH:25]=[CH:24][CH:23]=2)=[N:7][CH:6]=1)(=[O:16])[C:10]1[CH:15]=[CH:14][CH:13]=[CH:12][CH:11]=1. The yield is 0.680. (6) The reactants are Cl[C:2]1[C:7](=[O:8])[N:6]([CH3:9])N=[C:4]([C:10]2[C:11]([N:30]([CH3:35])[S:31]([CH3:34])(=[O:33])=[O:32])=[CH:12][C:13]3[O:17][C:16]([C:18]4[CH:23]=[CH:22][C:21]([F:24])=[CH:20][CH:19]=4)=[C:15]([C:25]([NH:27][CH3:28])=[O:26])[C:14]=3[CH:29]=2)[CH:3]=1.[F:36][C:37]1[CH:45]=[CH:44][CH:43]=[C:42]2[C:38]=1[CH:39]=[C:40](B1OC(C)(C)C(C)(C)O1)[NH:41]2.O1CCOC[CH2:56]1. The catalyst is O.[Pd](Cl)Cl.C(P(C(C)(C)C)[C-]1C=CC=C1)(C)(C)C.[C-]1(P(C(C)(C)C)C(C)(C)C)C=CC=C1.[Fe+2]. The product is [F:36][C:37]1[CH:45]=[CH:44][CH:43]=[C:42]2[C:38]=1[CH:39]=[C:40]([C:2]1[C:7](=[O:8])[N:6]([CH3:56])[CH:9]=[C:4]([C:10]3[C:11]([N:30]([CH3:35])[S:31]([CH3:34])(=[O:33])=[O:32])=[CH:12][C:13]4[O:17][C:16]([C:18]5[CH:23]=[CH:22][C:21]([F:24])=[CH:20][CH:19]=5)=[C:15]([C:25]([NH:27][CH3:28])=[O:26])[C:14]=4[CH:29]=3)[CH:3]=1)[NH:41]2. The yield is 0.870.